From a dataset of Catalyst prediction with 721,799 reactions and 888 catalyst types from USPTO. Predict which catalyst facilitates the given reaction. (1) Reactant: O.[C:2]([O-:5])(=[O:4])[CH3:3].[Cu+2:6].[C:7]([O-:10])(=[O:9])[CH3:8].O.[NH2:12][NH2:13]. Product: [NH2:12][NH2:13].[C:2]([O-:5])(=[O:4])[CH3:3].[Cu+2:6].[C:7]([O-:10])(=[O:9])[CH3:8]. The catalyst class is: 196. (2) Reactant: Cl[C:2]1[CH:7]=[CH:6][N:5]=[CH:4][C:3]=1[N+:8]([O-:10])=[O:9].[NH2:11][CH2:12][C:13]([O:15][CH2:16][CH3:17])=[O:14].CCN(C(C)C)C(C)C. Product: [N+:8]([C:3]1[CH:4]=[N:5][CH:6]=[CH:7][C:2]=1[NH:11][CH2:12][C:13]([O:15][CH2:16][CH3:17])=[O:14])([O-:10])=[O:9]. The catalyst class is: 10. (3) Reactant: [CH3:1][CH:2](O)[CH2:3][CH2:4][CH2:5][CH2:6][CH2:7][CH2:8][CH2:9][CH2:10][CH2:11][CH2:12][CH2:13][CH2:14][CH3:15].C(Br)(Br)(Br)[Br:18].C1(P(C2C=CC=CC=2)C2C=CC=CC=2)C=CC=CC=1. Product: [Br:18][CH:2]([CH2:3][CH2:4][CH2:5][CH2:6][CH2:7][CH2:8][CH2:9][CH2:10][CH2:11][CH2:12][CH2:13][CH2:14][CH3:15])[CH3:1]. The catalyst class is: 4. (4) Reactant: [CH2:1]([O:8][C:9]1[CH:18]=[C:17]2[C:12]([C:13](Cl)=[N:14][CH:15]=[N:16]2)=[CH:11][C:10]=1[O:20][CH3:21])[C:2]1[CH:7]=[CH:6][CH:5]=[CH:4][CH:3]=1.C([O-])([O-])=O.[K+].[K+].[OH:28][C:29]1[CH:34]=[CH:33][C:32]([NH:35][C:36](=[O:43])[C:37]2[CH:42]=[CH:41][CH:40]=[CH:39][CH:38]=2)=[CH:31][CH:30]=1. Product: [CH2:1]([O:8][C:9]1[CH:18]=[C:17]2[C:12]([C:13]([O:28][C:29]3[CH:34]=[CH:33][C:32]([NH:35][C:36](=[O:43])[C:37]4[CH:42]=[CH:41][CH:40]=[CH:39][CH:38]=4)=[CH:31][CH:30]=3)=[N:14][CH:15]=[N:16]2)=[CH:11][C:10]=1[O:20][CH3:21])[C:2]1[CH:7]=[CH:6][CH:5]=[CH:4][CH:3]=1. The catalyst class is: 44. (5) Reactant: [N:1]1[C:10]2[C:5](=[CH:6][C:7]([OH:11])=[CH:8][CH:9]=2)[CH:4]=[CH:3][CH:2]=1.[C:12](Cl)(=[O:14])[CH3:13]. Product: [N:1]1[C:10]2[C:5](=[CH:6][C:7]([O:11][C:12](=[O:14])[CH3:13])=[CH:8][CH:9]=2)[CH:4]=[CH:3][CH:2]=1. The catalyst class is: 17. (6) Reactant: [F:1][C:2]1([F:8])[CH2:4][CH:3]1[C:5](O)=[O:6].CN(C(ON1N=NC2C=CC=NC1=2)=[N+](C)C)C.F[P-](F)(F)(F)(F)F.[NH2:33][C:34]1[CH:35]=[C:36]([CH:42]=[C:43]([Br:45])[CH:44]=1)[C:37]([O:39][CH2:40][CH3:41])=[O:38].C(N(C(C)C)CC)(C)C. Product: [Br:45][C:43]1[CH:42]=[C:36]([CH:35]=[C:34]([NH:33][C:5]([CH:3]2[CH2:4][C:2]2([F:8])[F:1])=[O:6])[CH:44]=1)[C:37]([O:39][CH2:40][CH3:41])=[O:38]. The catalyst class is: 173. (7) Reactant: [Br:1][C:2]1[CH:3]=[C:4]2[C:8](=[CH:9][CH:10]=1)[NH:7][CH:6]=[C:5]2/[C:11](/[C:23]#[N:24])=[CH:12]/[C:13]1[CH:14]=[C:15]([CH:18]=[CH:19][C:20]=1[O:21][CH3:22])[C:16]#[N:17].CN(C=O)C.[C:30]([O:34][C:35](=[O:50])[C@@H:36]([NH:42][C:43]([O:45][C:46]([CH3:49])([CH3:48])[CH3:47])=[O:44])[CH2:37][CH2:38][C:39](O)=[O:40])([CH3:33])([CH3:32])[CH3:31].C1CN([P+](ON2N=NC3C=CC=CC2=3)(N2CCCC2)N2CCCC2)CC1.F[P-](F)(F)(F)(F)F. Product: [C:30]([O:34][C:35](=[O:50])[C@H:36]([NH:42][C:43]([O:45][C:46]([CH3:49])([CH3:48])[CH3:47])=[O:44])[CH2:37][CH2:38][C:39]([N:7]1[C:8]2[C:4](=[CH:3][C:2]([Br:1])=[CH:10][CH:9]=2)[C:5](/[C:11](/[C:23]#[N:24])=[CH:12]/[C:13]2[CH:14]=[C:15]([C:16]#[N:17])[CH:18]=[CH:19][C:20]=2[O:21][CH3:22])=[CH:6]1)=[O:40])([CH3:33])([CH3:32])[CH3:31]. The catalyst class is: 6.